From a dataset of Forward reaction prediction with 1.9M reactions from USPTO patents (1976-2016). Predict the product of the given reaction. (1) Given the reactants Br[C:2]1[CH:7]=[CH:6][C:5]([O:8][CH3:9])=[C:4]([O:10][CH2:11][CH2:12][CH2:13][O:14][CH3:15])[CH:3]=1.C([Li])[CH2:17][CH2:18][CH3:19].C(O[C:26]([N:28]1[C@H:32]([CH2:33][O:34][C:35]([O:37][C:38]([CH3:41])([CH3:40])[CH3:39])=[O:36])[CH2:31][C@@H:30]([CH:42]([CH3:44])[CH3:43])[C:29]1=[O:45])=[O:27])(C)(C)C.[C:46](O)(=O)C, predict the reaction product. The product is: [C:38]([O:37][C:35](=[O:36])[O:34][CH2:33][C@@H:32]([NH:28][C:26]([C:18]([CH3:17])([CH3:19])[CH3:46])=[O:27])[CH2:31][C@H:30]([C:29](=[O:45])[C:2]1[CH:7]=[CH:6][C:5]([O:8][CH3:9])=[C:4]([O:10][CH2:11][CH2:12][CH2:13][O:14][CH3:15])[CH:3]=1)[CH:42]([CH3:43])[CH3:44])([CH3:39])([CH3:40])[CH3:41]. (2) Given the reactants C(OC(=O)[NH:7][C:8]1[CH:13]=[C:12]([N:14]([CH:16]([CH3:18])[CH3:17])[CH3:15])[C:11]([Cl:19])=[CH:10][C:9]=1[NH2:20])(C)(C)C.C(O[C:27](=[O:50])[CH2:28][C:29](=O)[C:30]1[CH:35]=[CH:34][CH:33]=[C:32]([C:36]2[O:37][CH:38]=[C:39]([CH2:41][O:42]C3CCCCO3)[N:40]=2)[CH:31]=1)(C)(C)C.C(O)(C(F)(F)F)=O, predict the reaction product. The product is: [Cl:19][C:11]1[C:12]([N:14]([CH:16]([CH3:18])[CH3:17])[CH3:15])=[CH:13][C:8]2[N:7]=[C:29]([C:30]3[CH:35]=[CH:34][CH:33]=[C:32]([C:36]4[O:37][CH:38]=[C:39]([CH2:41][OH:42])[N:40]=4)[CH:31]=3)[CH2:28][C:27](=[O:50])[NH:20][C:9]=2[CH:10]=1. (3) The product is: [CH:30]([C:33]1[CH:38]=[CH:37][C:36]([CH3:39])=[CH:35][C:34]=1[N:40]1[C:44](=[O:45])[CH2:43][S:42]/[C:41]/1=[N:46]\[C:47]([NH:27][CH:22]1[CH2:23][CH2:24][CH2:25][CH2:26][CH:21]1[C:18]1[CH:19]=[CH:20][C:15]([C:12]2[N:13]=[CH:14][N:10]([C:7]3[CH:6]=[CH:5][C:4]([O:3][C:2]([F:1])([F:28])[F:29])=[CH:9][CH:8]=3)[N:11]=2)=[CH:16][CH:17]=1)=[O:48])([CH3:32])[CH3:31]. Given the reactants [F:1][C:2]([F:29])([F:28])[O:3][C:4]1[CH:9]=[CH:8][C:7]([N:10]2[CH:14]=[N:13][C:12]([C:15]3[CH:20]=[CH:19][C:18]([CH:21]4[CH2:26][CH2:25][CH2:24][CH2:23][CH:22]4[NH2:27])=[CH:17][CH:16]=3)=[N:11]2)=[CH:6][CH:5]=1.[CH:30]([C:33]1[CH:38]=[CH:37][C:36]([CH3:39])=[CH:35][C:34]=1[N:40]1[C:44](=[O:45])[CH2:43][S:42]/[C:41]/1=[N:46]\[C:47](=O)[O:48]C1C=CC([N+]([O-])=O)=CC=1)([CH3:32])[CH3:31].C(=O)([O-])[O-].[Cs+].[Cs+], predict the reaction product. (4) Given the reactants [N:1]1[CH:6]=[CH:5][CH:4]=[CH:3][C:2]=1[C:7]1[C:8]([NH2:13])=[N:9][NH:10][C:11]=1[NH2:12].[Cl:14][C:15]1[CH:20]=[CH:19][C:18]([C:21](=O)[CH2:22][C:23](OC)=[O:24])=[CH:17][CH:16]=1.CC1C=CC(S(O)(=O)=O)=CC=1, predict the reaction product. The product is: [NH2:12][C:11]1[C:7]([C:2]2[CH:3]=[CH:4][CH:5]=[CH:6][N:1]=2)=[C:8]2[NH:13][C:21]([C:18]3[CH:17]=[CH:16][C:15]([Cl:14])=[CH:20][CH:19]=3)=[CH:22][C:23](=[O:24])[N:9]2[N:10]=1. (5) Given the reactants [C:1]1([C:7]2[CH:8]=[C:9]([C:14]3[CH:15]=[N:16][CH:17]=[CH:18][CH:19]=3)[CH:10]=[C:11]([CH:13]=2)[NH2:12])[CH:6]=[CH:5][CH:4]=[CH:3][CH:2]=1.Cl[C:21]([O:23][C:24]1[CH:29]=[CH:28][CH:27]=[CH:26][CH:25]=1)=[O:22].C(N(CC)CC)C, predict the reaction product. The product is: [C:1]1([C:7]2[CH:8]=[C:9]([C:14]3[CH:15]=[N:16][CH:17]=[CH:18][CH:19]=3)[CH:10]=[C:11]([NH:12][C:21](=[O:22])[O:23][C:24]3[CH:29]=[CH:28][CH:27]=[CH:26][CH:25]=3)[CH:13]=2)[CH:2]=[CH:3][CH:4]=[CH:5][CH:6]=1. (6) Given the reactants [C:1]([C:5]1[CH:6]=[C:7]([CH:24]=[C:25]([C:27]([CH3:30])([CH3:29])[CH3:28])[CH:26]=1)[C:8]([O:10][N:11]=[C:12]([NH2:23])[CH2:13][C:14]1[CH:19]=[CH:18][C:17]([N+:20]([O-:22])=[O:21])=[CH:16][CH:15]=1)=O)([CH3:4])([CH3:3])[CH3:2], predict the reaction product. The product is: [C:1]([C:5]1[CH:6]=[C:7]([C:8]2[O:10][N:11]=[C:12]([CH2:13][C:14]3[CH:19]=[CH:18][C:17]([N+:20]([O-:22])=[O:21])=[CH:16][CH:15]=3)[N:23]=2)[CH:24]=[C:25]([C:27]([CH3:30])([CH3:29])[CH3:28])[CH:26]=1)([CH3:4])([CH3:3])[CH3:2].